The task is: Predict the product of the given reaction.. This data is from Forward reaction prediction with 1.9M reactions from USPTO patents (1976-2016). (1) Given the reactants [NH:1]1[CH2:5][CH2:4][CH2:3][CH2:2]1.C(P(C(C)(C)C)C1C=CC=C[C:12]=1[C:17]1[CH:22]=[CH:21][CH:20]=[CH:19][CH:18]=1)(C)(C)C.P([O-])([O-])([O-])=[O:28].[K+].[K+].[K+].[CH3:35][O:36]CCOC.[C:41]([O:44][CH2:45]C)(=[O:43])C, predict the reaction product. The product is: [N:1]1([C:21]2[CH:22]=[C:17]([C:12]([O:36][CH3:35])=[O:28])[CH:18]=[C:19]([CH:20]=2)[C:41]([O:44][CH3:45])=[O:43])[CH2:5][CH2:4][CH2:3][CH2:2]1. (2) Given the reactants [NH:1]1[C:9]2[C:4](=[CH:5][CH:6]=[CH:7][CH:8]=2)[CH2:3][CH:2]1[C:10]([OH:12])=[O:11].[CH3:13][O:14][C:15]1[CH:20]=[CH:19][C:18]([S:21](Cl)(=[O:23])=[O:22])=[CH:17][CH:16]=1, predict the reaction product. The product is: [CH3:13][O:14][C:15]1[CH:16]=[CH:17][C:18]([S:21]([N:1]2[C:9]3[C:4](=[CH:5][CH:6]=[CH:7][CH:8]=3)[CH2:3][CH:2]2[C:10]([OH:12])=[O:11])(=[O:23])=[O:22])=[CH:19][CH:20]=1. (3) Given the reactants [C:1]1([C:9]2[CH:14]=[CH:13][CH:12]=[CH:11][CH:10]=2)[CH:6]=[CH:5][C:4]([CH:7]=[O:8])=[CH:3][CH:2]=1.[N+:15]([O-])([O-:17])=[O:16].[K+], predict the reaction product. The product is: [N+:15]([C:12]1[CH:11]=[CH:10][C:9]([C:1]2[CH:2]=[CH:3][C:4]([CH:7]=[O:8])=[CH:5][CH:6]=2)=[CH:14][CH:13]=1)([O-:17])=[O:16].